Dataset: Human liver microsome stability data. Task: Regression/Classification. Given a drug SMILES string, predict its absorption, distribution, metabolism, or excretion properties. Task type varies by dataset: regression for continuous measurements (e.g., permeability, clearance, half-life) or binary classification for categorical outcomes (e.g., BBB penetration, CYP inhibition). Dataset: hlm. The compound is CC(O)C(=O)Nc1cc(Oc2ccc(Nc3nccc4ncc(-c5ccc(F)cc5)c(O)c34)cc2F)ccn1. The result is 0 (unstable in human liver microsomes).